This data is from Reaction yield outcomes from USPTO patents with 853,638 reactions. The task is: Predict the reaction yield, written as a fraction of the theoretical maximum amount of product (1.0 means a 100% yield; for example, 0.34 means a 34% yield). (1) The reactants are [CH2:1]([O:3][C:4](=[O:12])[C:5]1[CH:10]=[CH:9][CH:8]=[N:7][C:6]=1Cl)[CH3:2].[N:13]1[S:14][N:15]=[C:16]2[CH:21]=[C:20]([OH:22])[CH:19]=[CH:18][C:17]=12.C(=O)([O-])[O-].[Cs+].[Cs+].O. The catalyst is CN(C)C=O. The product is [CH2:1]([O:3][C:4](=[O:12])[C:5]1[CH:10]=[CH:9][CH:8]=[N:7][C:6]=1[O:22][C:20]1[CH:19]=[CH:18][C:17]2=[N:13][S:14][N:15]=[C:16]2[CH:21]=1)[CH3:2]. The yield is 0.820. (2) The reactants are [NH2:1][C:2]1[CH:10]=[CH:9][CH:8]=[C:7]2[C:3]=1[CH2:4][CH2:5][CH:6]2[N:11]1[CH2:16][CH2:15][N:14]([C:17]([O:19][CH3:20])=[O:18])[CH2:13][CH2:12]1.C(N(CC)CC)C.[CH3:28][C:29]1[CH:34]=[CH:33][C:32]([N:35]=[C:36]=[O:37])=[CH:31][N:30]=1. The catalyst is C(Cl)Cl. The product is [CH3:28][C:29]1[N:30]=[CH:31][C:32]([NH:35][C:36](=[O:37])[NH:1][C:2]2[CH:10]=[CH:9][CH:8]=[C:7]3[C:3]=2[CH2:4][CH2:5][CH:6]3[N:11]2[CH2:12][CH2:13][N:14]([C:17]([O:19][CH3:20])=[O:18])[CH2:15][CH2:16]2)=[CH:33][CH:34]=1. The yield is 0.510. (3) The reactants are CC(OC(/[N:7]=N/C(OC(C)C)=O)=O)C.[C:32]1(P([C:28]2[CH:33]=[CH:32][CH:31]=CC=2)[C:32]2[CH:31]=CC=[CH:28][CH:33]=2)[CH:31]=CC=[CH:28][CH:33]=1.[C:34]([O:43][CH3:44])(=[O:42])[C:35]1[C:36](=[CH:38][CH:39]=[CH:40][CH:41]=1)[OH:37].[CH2:45]1[CH2:49]OCC1. No catalyst specified. The product is [CH3:44][O:43][C:34](=[O:42])[C:35]1[CH:41]=[CH:40][CH:39]=[CH:38][C:36]=1[O:37][CH2:49][CH2:45][N:7]1[CH2:31][CH2:32][CH2:33][CH2:28]1. The yield is 0.210. (4) The reactants are [C:1]1(=[O:10])[C:9]2[C:4](=[CH:5][CH:6]=[CH:7][CH:8]=2)[CH2:3][O:2]1.[N+:11]([O-])([O-:13])=[O:12].[K+]. The catalyst is OS(O)(=O)=O. The product is [N+:11]([C:7]1[CH:8]=[C:9]2[C:4]([CH2:3][O:2][C:1]2=[O:10])=[CH:5][CH:6]=1)([O-:13])=[O:12]. The yield is 0.800. (5) The reactants are [Cl:1][C:2]1[CH:3]=[C:4]([C@@:8]2([OH:17])[O:13][CH2:12][C:11]([CH3:15])([CH3:14])[NH:10][C@@H:9]2[CH3:16])[CH:5]=[CH:6][CH:7]=1. The catalyst is C(OCC)C. The product is [ClH:1].[Cl:1][C:2]1[CH:3]=[C:4]([C@@:8]2([OH:17])[O:13][CH2:12][C:11]([CH3:14])([CH3:15])[NH:10][C@@H:9]2[CH3:16])[CH:5]=[CH:6][CH:7]=1. The yield is 0.900. (6) The reactants are [F:1][C:2]([F:16])([F:15])/[CH:3]=[CH:4]/[C:5]1[CH:13]=[CH:12][C:8]([C:9]([OH:11])=O)=[C:7]([CH3:14])[CH:6]=1.C(Cl)(=O)C(Cl)=O.[NH2:23][C:24]1[CH:33]=[C:32]2[C:27]([CH:28]=[C:29]([CH:34]([OH:36])[CH3:35])[CH:30]=[N:31]2)=[CH:26][CH:25]=1. The catalyst is C(Cl)Cl.CN(C=O)C.N1C=CC=CC=1.CCOC(C)=O. The product is [OH:36][CH:34]([C:29]1[CH:30]=[N:31][C:32]2[C:27]([CH:28]=1)=[CH:26][CH:25]=[C:24]([NH:23][C:9](=[O:11])[C:8]1[CH:12]=[CH:13][C:5](/[CH:4]=[CH:3]/[C:2]([F:1])([F:16])[F:15])=[CH:6][C:7]=1[CH3:14])[CH:33]=2)[CH3:35]. The yield is 0.850. (7) The reactants are [C:1]([O:5][C:6](=[O:22])[NH:7][CH2:8][CH2:9][C:10]1[C:18]2[C:13](=[CH:14][C:15]([N+:19]([O-])=O)=[CH:16][CH:17]=2)[NH:12][CH:11]=1)([CH3:4])([CH3:3])[CH3:2]. The catalyst is CCO.[Ni]. The product is [C:1]([O:5][C:6](=[O:22])[NH:7][CH2:8][CH2:9][C:10]1[C:18]2[C:13](=[CH:14][C:15]([NH2:19])=[CH:16][CH:17]=2)[NH:12][CH:11]=1)([CH3:4])([CH3:2])[CH3:3]. The yield is 0.670. (8) The reactants are Cl[C:2]1[C:7]([CH:8]=[O:9])=[CH:6][N:5]=[C:4]2[NH:10][CH:11]=[CH:12][C:3]=12.[CH3:13][NH2:14]. The catalyst is COCCO. The product is [CH3:13][NH:14][C:2]1[C:7]([CH:8]=[O:9])=[CH:6][N:5]=[C:4]2[NH:10][CH:11]=[CH:12][C:3]=12. The yield is 0.970.